Dataset: Reaction yield outcomes from USPTO patents with 853,638 reactions. Task: Predict the reaction yield, written as a fraction of the theoretical maximum amount of product (1.0 means a 100% yield; for example, 0.34 means a 34% yield). (1) The reactants are [CH3:1][N:2]([CH3:31])[C:3]1([C:24]2[CH:29]=[CH:28][C:27]([F:30])=[CH:26][CH:25]=2)[CH2:8][CH2:7][CH:6]([CH2:9][C:10]([NH:12][CH2:13][CH2:14][C:15]2[C:23]3[C:18](=[CH:19][CH:20]=[CH:21][CH:22]=3)[NH:17][CH:16]=2)=[O:11])[CH2:5][CH2:4]1.[ClH:32]. The catalyst is CC(CC)=O.C(O)C. The product is [ClH:32].[CH3:31][N:2]([CH3:1])[C:3]1([C:24]2[CH:29]=[CH:28][C:27]([F:30])=[CH:26][CH:25]=2)[CH2:8][CH2:7][CH:6]([CH2:9][C:10]([NH:12][CH2:13][CH2:14][C:15]2[C:23]3[C:18](=[CH:19][CH:20]=[CH:21][CH:22]=3)[NH:17][CH:16]=2)=[O:11])[CH2:5][CH2:4]1. The yield is 0.750. (2) The reactants are C(O[BH-](OC(=O)C)OC(=O)C)(=O)C.[Na+].[Br:15][C:16]1[CH:25]=[CH:24][CH:23]=[C:22]2[C:17]=1[CH2:18][CH2:19][NH:20][CH2:21]2.[F:26][C:27]([F:37])([F:36])[C:28]1[CH:29]=[C:30]([CH:33]=[CH:34][CH:35]=1)[CH:31]=O.[OH-].[Na+]. The catalyst is O.CN(C=O)C.C1COCC1. The product is [Br:15][C:16]1[CH:25]=[CH:24][CH:23]=[C:22]2[C:17]=1[CH2:18][CH2:19][N:20]([CH2:31][C:30]1[CH:33]=[CH:34][CH:35]=[C:28]([C:27]([F:26])([F:36])[F:37])[CH:29]=1)[CH2:21]2. The yield is 0.940. (3) The reactants are C(OC(=O)C)(=O)C.[C:8]([N:11]1[CH2:15][CH2:14][CH:13]([C:16]2[N:24]3[C:19]([C:20]([NH2:25])=[N:21][CH:22]=[N:23]3)=[C:18]([C:26]3[CH:31]=[CH:30][C:29]([NH:32][C:33]([NH:35][C:36]4[CH:41]=[C:40]([C:42]([F:45])([F:44])[F:43])[CH:39]=[CH:38][C:37]=4[F:46])=[O:34])=[C:28](F)[CH:27]=3)[CH:17]=2)[CH2:12]1)(=[O:10])[CH3:9]. No catalyst specified. The product is [C:8]([N:11]1[CH2:15][CH2:14][CH:13]([C:16]2[N:24]3[C:19]([C:20]([NH2:25])=[N:21][CH:22]=[N:23]3)=[C:18]([C:26]3[CH:27]=[CH:28][C:29]([NH:32][C:33]([NH:35][C:36]4[CH:41]=[C:40]([C:42]([F:45])([F:44])[F:43])[CH:39]=[CH:38][C:37]=4[F:46])=[O:34])=[CH:30][CH:31]=3)[CH:17]=2)[CH2:12]1)(=[O:10])[CH3:9]. The yield is 0.250. (4) The reactants are [ClH:1].C(OC([N:9]1[CH2:13][C@H:12]([O:14][C:15]2[CH:20]=[CH:19][CH:18]=[CH:17][C:16]=2[O:21][CH3:22])[CH2:11][C@@H:10]1[C@H:23]1[O:27]C(C)(C)[N:25]([C:30](=[O:32])[CH3:31])[C@H:24]1[CH2:33][C:34]1[CH:39]=[C:38]([F:40])[CH:37]=[C:36]([F:41])[CH:35]=1)=O)(C)(C)C. The catalyst is O1CCOCC1. The product is [ClH:1].[F:41][C:36]1[CH:35]=[C:34]([CH:39]=[C:38]([F:40])[CH:37]=1)[CH2:33][C@H:24]([NH:25][C:30](=[O:32])[CH3:31])[C@H:23]([OH:27])[C@H:10]1[CH2:11][C@@H:12]([O:14][C:15]2[CH:20]=[CH:19][CH:18]=[CH:17][C:16]=2[O:21][CH3:22])[CH2:13][NH:9]1. The yield is 1.00. (5) The reactants are CN.[NH2:3][C:4]1[C:5]([C:9]2[N:10]([CH2:38][CH3:39])[C:11]3[CH:16]=[C:15]([CH2:17][CH2:18][CH2:19][N:20]4C(=O)C5C(=CC=CC=5)C4=O)[N:14]=[C:13]([C:31]#[C:32][C:33]([OH:36])([CH3:35])[CH3:34])[C:12]=3[N:37]=2)=[N:6][O:7][N:8]=1. The catalyst is CO. The product is [NH2:3][C:4]1[C:5]([C:9]2[N:10]([CH2:38][CH3:39])[C:11]3[CH:16]=[C:15]([CH2:17][CH2:18][CH2:19][NH2:20])[N:14]=[C:13]([C:31]#[C:32][C:33]([CH3:35])([OH:36])[CH3:34])[C:12]=3[N:37]=2)=[N:6][O:7][N:8]=1. The yield is 0.590.